The task is: Predict which catalyst facilitates the given reaction.. This data is from Catalyst prediction with 721,799 reactions and 888 catalyst types from USPTO. Reactant: Cl[C:2](OC1C=CC([N+]([O-])=O)=CC=1)=[O:3].[NH2:14][C:15]1[C:16]([Cl:21])=[N:17][CH:18]=[CH:19][CH:20]=1.N1C=CC=CC=1.Cl.[NH2:29][C:30]([CH3:37])([CH3:36])[C:31]([O:33][CH2:34][CH3:35])=[O:32].C(N(CC)C(C)C)(C)C. Product: [Cl:21][C:16]1[C:15]([NH:14][C:2](=[O:3])[NH:29][C:30]([CH3:37])([CH3:36])[C:31]([O:33][CH2:34][CH3:35])=[O:32])=[CH:20][CH:19]=[CH:18][N:17]=1. The catalyst class is: 232.